This data is from Full USPTO retrosynthesis dataset with 1.9M reactions from patents (1976-2016). The task is: Predict the reactants needed to synthesize the given product. (1) Given the product [CH:39]1[C:47]2[C:46]3[CH2:48][CH2:49][CH2:50][CH2:51][CH2:52][CH2:53][C:45]=3[O:44][C:43]=2[CH:42]=[CH:41][C:40]=1[NH:54][C:36](=[O:38])[CH2:35][C:32]1[CH:31]=[CH:30][N:29]=[CH:34][CH:33]=1, predict the reactants needed to synthesize it. The reactants are: C(N(CC)CC)C.CN(C)CCCN=C=NCC.ON1C2C=CC=CC=2N=N1.[N:29]1[CH:34]=[CH:33][C:32]([CH2:35][C:36]([OH:38])=O)=[CH:31][CH:30]=1.[CH:39]1[C:47]2[C:46]3[CH2:48][CH2:49][CH2:50][CH2:51][CH2:52][CH2:53][C:45]=3[O:44][C:43]=2[CH:42]=[CH:41][C:40]=1[NH2:54]. (2) Given the product [CH3:1][C:2]1[C:10]2[C:5](=[CH:6][C:7]([O:11][CH2:19][CH2:18][C:17]3[S:16][C:15]([C:21]4[CH:22]=[CH:23][C:24]([C:27]([F:30])([F:28])[F:29])=[CH:25][CH:26]=4)=[N:14][C:13]=3[CH3:12])=[CH:8][CH:9]=2)[NH:4][CH:3]=1, predict the reactants needed to synthesize it. The reactants are: [CH3:1][C:2]1[C:10]2[C:5](=[CH:6][C:7]([OH:11])=[CH:8][CH:9]=2)[NH:4][CH:3]=1.[CH3:12][C:13]1[N:14]=[C:15]([C:21]2[CH:26]=[CH:25][C:24]([C:27]([F:30])([F:29])[F:28])=[CH:23][CH:22]=2)[S:16][C:17]=1[CH2:18][CH2:19]O.C1(P(C2C=CC=CC=2)C2C=CC=CC=2)C=CC=CC=1.N(C(OC(C)(C)C)=O)=NC(OC(C)(C)C)=O.